From a dataset of Full USPTO retrosynthesis dataset with 1.9M reactions from patents (1976-2016). Predict the reactants needed to synthesize the given product. (1) Given the product [Br:8][C:4]1[CH:3]=[C:2]([N:18]2[CH2:19][CH2:20][CH:16]([O:15][CH:10]3[CH2:11][CH2:12][CH2:13][CH2:14][O:9]3)[CH2:17]2)[CH:7]=[CH:6][CH:5]=1, predict the reactants needed to synthesize it. The reactants are: Br[C:2]1[CH:7]=[CH:6][CH:5]=[C:4]([Br:8])[CH:3]=1.[O:9]1[CH2:14][CH2:13][CH2:12][CH2:11][CH:10]1[O:15][CH:16]1[CH2:20][CH2:19][NH:18][CH2:17]1.C([O-])([O-])=O.[Cs+].[Cs+].C1C=CC(P(C2C(C3C(P(C4C=CC=CC=4)C4C=CC=CC=4)=CC=C4C=3C=CC=C4)=C3C(C=CC=C3)=CC=2)C2C=CC=CC=2)=CC=1. (2) The reactants are: [Br-].[CH2:2]([N+:14]1([CH3:20])[CH2:19][CH2:18][CH2:17][CH2:16][CH2:15]1)[CH2:3][CH2:4][CH2:5][CH2:6][N+:7]1([CH3:13])[CH2:12][CH2:11][CH2:10][CH2:9][CH2:8]1.[Br-].[OH-:22]. Given the product [OH-:22].[CH2:6]([N+:7]1([CH3:13])[CH2:8][CH2:9][CH2:10][CH2:11][CH2:12]1)[CH2:5][CH2:4][CH2:3][CH2:2][N+:14]1([CH3:20])[CH2:15][CH2:16][CH2:17][CH2:18][CH2:19]1.[OH-:22], predict the reactants needed to synthesize it. (3) Given the product [C:23]([C:17]1[CH:18]=[CH:19][C:20]([O:22][CH2:2][C:3]2[N:4]=[C:5]([C:9]3[CH:14]=[CH:13][CH:12]=[CH:11][CH:10]=3)[O:6][C:7]=2[CH3:8])=[CH:21][C:16]=1[OH:15])(=[O:24])[C:25]1[CH:26]=[CH:27][CH:28]=[CH:29][CH:30]=1, predict the reactants needed to synthesize it. The reactants are: Cl[CH2:2][C:3]1[N:4]=[C:5]([C:9]2[CH:14]=[CH:13][CH:12]=[CH:11][CH:10]=2)[O:6][C:7]=1[CH3:8].[OH:15][C:16]1[CH:21]=[C:20]([OH:22])[CH:19]=[CH:18][C:17]=1[C:23]([C:25]1[CH:30]=[CH:29][CH:28]=[CH:27][CH:26]=1)=[O:24].C(=O)([O-])[O-].[K+].[K+]. (4) Given the product [CH2:1]([C:3]1[C:11]2[C:6](=[CH:7][CH:8]=[CH:9][C:10]=2[NH:12][C:13]([C:15]2[N:19]3[CH:20]=[CH:21][C:22]([C:24]4[N:28]5[CH2:29][CH2:30][N:31]([CH3:43])[CH2:32][C:27]5=[N:26][CH:25]=4)=[CH:23][C:18]3=[N:17][CH:16]=2)=[O:14])[N:5]([CH2:33][C:34]2[CH:39]=[CH:38][CH:37]=[C:36]([CH3:40])[N:35]=2)[N:4]=1)[CH3:2], predict the reactants needed to synthesize it. The reactants are: [CH2:1]([C:3]1[C:11]2[C:6](=[CH:7][CH:8]=[CH:9][C:10]=2[NH:12][C:13]([C:15]2[N:19]3[CH:20]=[CH:21][C:22]([C:24]4[N:28]5[CH2:29][CH2:30][NH:31][CH2:32][C:27]5=[N:26][CH:25]=4)=[CH:23][C:18]3=[N:17][CH:16]=2)=[O:14])[N:5]([CH2:33][C:34]2[CH:39]=[CH:38][CH:37]=[C:36]([CH3:40])[N:35]=2)[N:4]=1)[CH3:2].[BH-](OC(C)=O)(OC(C)=O)O[C:43](C)=O.[Na+].C=O.